This data is from Full USPTO retrosynthesis dataset with 1.9M reactions from patents (1976-2016). The task is: Predict the reactants needed to synthesize the given product. (1) The reactants are: Br[C:2]1[N:3]=[C:4]2[C:10]([CH2:11][CH3:12])=[C:9]([C:13]3[CH:18]=[CH:17][C:16]([C:19]4([CH3:24])[O:23][CH2:22][CH2:21][O:20]4)=[CH:15][CH:14]=3)[N:8]([CH2:25][O:26][CH2:27][CH2:28][Si:29]([CH3:32])([CH3:31])[CH3:30])[C:5]2=[N:6][CH:7]=1.[CH3:33][OH:34].[Li+].[OH-:36].Cl. Given the product [CH2:11]([C:10]1[C:4]2[C:5](=[N:6][CH:7]=[C:2]([C:33]([OH:36])=[O:34])[N:3]=2)[N:8]([CH2:25][O:26][CH2:27][CH2:28][Si:29]([CH3:32])([CH3:31])[CH3:30])[C:9]=1[C:13]1[CH:18]=[CH:17][C:16]([C:19]2([CH3:24])[O:23][CH2:22][CH2:21][O:20]2)=[CH:15][CH:14]=1)[CH3:12], predict the reactants needed to synthesize it. (2) Given the product [CH3:2][C:3]1[CH:11]=[CH:10][CH:9]=[C:8]([NH:20][C:12](=[O:15])[CH2:13][CH3:14])[C:4]=1[C:5]([OH:7])=[O:6], predict the reactants needed to synthesize it. The reactants are: N[CH2:2][C:3]1[CH:11]=[CH:10][CH:9]=[CH:8][C:4]=1[C:5]([OH:7])=[O:6].[C:12](Cl)(=[O:15])[CH2:13][CH3:14].O.O.C[N:20](C=O)C. (3) Given the product [Cl:1][C:2]1[N:7]=[C:6]([C:8]([NH2:10])=[O:9])[CH:5]=[C:4]([N:12]2[CH2:16][CH2:15][CH:14]([OH:17])[CH2:13]2)[N:3]=1, predict the reactants needed to synthesize it. The reactants are: [Cl:1][C:2]1[N:7]=[C:6]([C:8]([NH2:10])=[O:9])[CH:5]=[C:4](Cl)[N:3]=1.[NH:12]1[CH2:16][CH2:15][CH:14]([OH:17])[CH2:13]1. (4) Given the product [CH2:8]([C:10]1[CH:11]=[C:12]2[C:16](=[CH:17][CH:18]=1)[N:15]([CH2:30][C:31]([O:33][CH3:34])=[O:32])[C:14]([C:19]([O:21][CH2:22][C:23]1[CH:28]=[CH:27][CH:26]=[CH:25][CH:24]=1)=[O:20])=[CH:13]2)[CH3:9], predict the reactants needed to synthesize it. The reactants are: CN(C)C=O.[H-].[Na+].[CH2:8]([C:10]1[CH:11]=[C:12]2[C:16](=[CH:17][CH:18]=1)[NH:15][C:14]([C:19]([O:21][CH2:22][C:23]1[CH:28]=[CH:27][CH:26]=[CH:25][CH:24]=1)=[O:20])=[CH:13]2)[CH3:9].Br[CH2:30][C:31]([O:33][CH3:34])=[O:32]. (5) Given the product [O:1]=[C:2]1[C:11]2[C:6](=[CH:7][CH:8]=[CH:9][CH:10]=2)[C:5]2[CH2:12][C:13]3[CH:14]=[CH:15][C:16]([NH:19][C:20](=[O:23])[CH2:21][N:28]4[CH2:29][CH2:30][N:25]([CH3:24])[CH2:26][CH2:27]4)=[CH:17][C:18]=3[C:4]=2[NH:3]1, predict the reactants needed to synthesize it. The reactants are: [O:1]=[C:2]1[C:11]2[C:6](=[CH:7][CH:8]=[CH:9][CH:10]=2)[C:5]2[CH2:12][C:13]3[CH:14]=[CH:15][C:16]([NH:19][C:20](=[O:23])[CH2:21]Cl)=[CH:17][C:18]=3[C:4]=2[NH:3]1.[CH3:24][N:25]1[CH2:30][CH2:29][NH:28][CH2:27][CH2:26]1. (6) Given the product [C:1]([O:19][CH2:18][C:17]([CH3:20])([CH3:21])[CH2:16][N:15]1[C:9]2[CH:8]=[CH:7][C:6]([Cl:5])=[CH:52][C:10]=2[C@@H:11]([C:42]2[CH:47]=[CH:46][CH:45]=[C:44]([O:48][CH3:49])[C:43]=2[O:50][CH3:51])[O:12][C@H:13]([CH2:23][C:24]([NH:26][C:27]2[CH:28]=[C:29]([CH2:37][CH2:38][C:39]([OH:41])=[O:40])[CH:30]=[CH:31][C:32]=2[O:33][CH:34]([CH3:35])[CH3:36])=[O:25])[C:14]1=[O:22])(=[O:3])[CH3:2], predict the reactants needed to synthesize it. The reactants are: [C:1](Cl)(=[O:3])[CH3:2].[Cl:5][C:6]1[CH:7]=[CH:8][C:9]2[N:15]([CH2:16][C:17]([CH3:21])([CH3:20])[CH2:18][OH:19])[C:14](=[O:22])[C@@H:13]([CH2:23][C:24]([NH:26][C:27]3[CH:28]=[C:29]([CH2:37][CH2:38][C:39]([OH:41])=[O:40])[CH:30]=[CH:31][C:32]=3[O:33][CH:34]([CH3:36])[CH3:35])=[O:25])[O:12][C@H:11]([C:42]3[CH:47]=[CH:46][CH:45]=[C:44]([O:48][CH3:49])[C:43]=3[O:50][CH3:51])[C:10]=2[CH:52]=1.N1C=CC=CC=1.C(OCC)(=O)C.